Dataset: Peptide-MHC class I binding affinity with 185,985 pairs from IEDB/IMGT. Task: Regression. Given a peptide amino acid sequence and an MHC pseudo amino acid sequence, predict their binding affinity value. This is MHC class I binding data. (1) The peptide sequence is AVRQKSRWI. The MHC is HLA-B58:01 with pseudo-sequence HLA-B58:01. The binding affinity (normalized) is 0.0847. (2) The peptide sequence is DEHLRGFSM. The MHC is HLA-A32:01 with pseudo-sequence HLA-A32:01. The binding affinity (normalized) is 0. (3) The peptide sequence is LEYGANYFL. The MHC is HLA-B40:01 with pseudo-sequence HLA-B40:01. The binding affinity (normalized) is 0.878.